Dataset: Reaction yield outcomes from USPTO patents with 853,638 reactions. Task: Predict the reaction yield, written as a fraction of the theoretical maximum amount of product (1.0 means a 100% yield; for example, 0.34 means a 34% yield). (1) The reactants are [CH2:1]1[C@@H:5]2[C@@H:6]3[C:11](=[O:12])[O:10][C:8](=[O:9])[C@@H:7]3[C@H:2]1[CH:3]=[CH:4]2.C1(C)C=CC=CC=1.COC1C=CC2N=CC=C([C@@H](O)[C@H]3N4C[C@H](C=C)[C@@H](CC4)C3)C=2C=1.[CH3:44][OH:45]. The catalyst is C(Cl)(Cl)(Cl)Cl. The product is [CH3:44][O:45][C:11]([C@@H:6]1[C@@H:5]2[CH2:1][C@@H:2]([CH:3]=[CH:4]2)[C@@H:7]1[C:8]([OH:10])=[O:9])=[O:12]. The yield is 0.990. (2) The reactants are Cl.[Cl:2][C:3]1[CH:8]=[CH:7][C:6]([NH:9]N)=[CH:5][CH:4]=1.[C:11]1(=O)[CH2:16][CH2:15][CH2:14][C:13](=[O:17])[CH2:12]1.ClC1C=CC(NN=C2CCCC(=O)C2)=CC=1. The catalyst is O.FC(F)(F)C(O)=O. The product is [Cl:2][C:3]1[CH:8]=[C:7]2[C:6](=[CH:5][CH:4]=1)[NH:9][C:11]1[CH2:16][CH2:15][CH2:14][C:13](=[O:17])[C:12]2=1. The yield is 0.420. (3) The reactants are [CH3:1][O:2][C:3]1[C:7]([C:8]([O:10][CH2:11][CH3:12])=[O:9])=[CH:6][NH:5][N:4]=1.N1CCC[C@H]1C(O)=O.Br[C:22]1[CH:23]=[N:24][C:25]([C:28]([F:31])([F:30])[F:29])=[N:26][CH:27]=1.C(=O)([O-])[O-].[K+].[K+]. The catalyst is CN(C)C=O.[Cu]I. The product is [CH3:1][O:2][C:3]1[C:7]([C:8]([O:10][CH2:11][CH3:12])=[O:9])=[CH:6][N:5]([C:22]2[CH:23]=[N:24][C:25]([C:28]([F:31])([F:30])[F:29])=[N:26][CH:27]=2)[N:4]=1. The yield is 0.570. (4) The reactants are [NH2:1][C:2]1[N:7]=[C:6]([C:8]2[C:16]3[C:15](O)=[CH:14][CH:13]=[N:12][C:11]=3[N:10]([CH2:18][O:19][CH2:20][CH2:21][Si:22]([CH3:25])([CH3:24])[CH3:23])[CH:9]=2)[CH:5]=[CH:4][N:3]=1.C(OC(NC(=NC([O:40][C:41]([CH3:44])(C)C)=O)SC)=O)(C)(C)C.[CH3:45][N:46](C=O)[CH3:47]. The catalyst is [Cl-].[Na+].O. The product is [CH3:45][N:46]([CH3:47])[CH2:44][CH2:41][O:40][C:14]1[CH:15]=[C:16]2[C:8]([C:6]3[CH:5]=[CH:4][N:3]=[C:2]([NH2:1])[N:7]=3)=[CH:9][N:10]([CH2:18][O:19][CH2:20][CH2:21][Si:22]([CH3:24])([CH3:23])[CH3:25])[C:11]2=[N:12][CH:13]=1. The yield is 0.300. (5) The reactants are [CH2:1]([C:3]1[CH:8]=[C:7]([CH3:9])[CH:6]=[C:5]([CH2:10][CH3:11])[C:4]=1[C:12]1[C:13](=[O:34])[N:14]([CH3:33])[N:15]=[C:16]([CH2:28][O:29][CH2:30][O:31][CH3:32])[C:17]=1S(C1C=CC(C)=CC=1)(=O)=O)[CH3:2].[CH2:35]([OH:42])[C:36]1[CH:41]=[CH:40][CH:39]=[CH:38][CH:37]=1.[H-].[Na+]. The catalyst is CN(C=O)C.O. The product is [CH2:10]([C:5]1[CH:6]=[C:7]([CH3:9])[CH:8]=[C:3]([CH2:1][CH3:2])[C:4]=1[C:12]1[C:13](=[O:34])[N:14]([CH3:33])[N:15]=[C:16]([CH2:28][O:29][CH2:30][O:31][CH3:32])[C:17]=1[O:42][CH2:35][C:36]1[CH:41]=[CH:40][CH:39]=[CH:38][CH:37]=1)[CH3:11]. The yield is 0.990. (6) The reactants are [C:1]([O:5][C:6]([N:8]1[C:16]2[C:11](=[CH:12][C:13]([CH:17]=[CH2:18])=[CH:14][CH:15]=2)[CH2:10][CH2:9]1)=[O:7])([CH3:4])([CH3:3])[CH3:2].Br[CH:20]([C:25]1[CH:26]=[C:27]([Cl:33])[C:28]([F:32])=[C:29]([Cl:31])[CH:30]=1)[C:21]([F:24])([F:23])[F:22].N1C=CC=CC=1C1C=CC=CN=1. The catalyst is ClC1C=CC=CC=1Cl.Cl[Cu]. The product is [Cl:31][C:29]1[CH:30]=[C:25]([CH:20]([C:21]([F:24])([F:23])[F:22])/[CH:18]=[CH:17]/[C:13]2[CH:12]=[C:11]3[C:16](=[CH:15][CH:14]=2)[N:8]([C:6]([O:5][C:1]([CH3:4])([CH3:3])[CH3:2])=[O:7])[CH2:9][CH2:10]3)[CH:26]=[C:27]([Cl:33])[C:28]=1[F:32]. The yield is 0.610. (7) The reactants are [F:1][CH:2]([F:15])[O:3][C:4]1[N:9]=[C:8]([C:10]([CH3:14])([CH3:13])[C:11]#[N:12])[CH:7]=[CH:6][CH:5]=1.C(=O)([O-])[O-:17].[K+].[K+].OO. The catalyst is CS(C)=O. The product is [F:15][CH:2]([F:1])[O:3][C:4]1[N:9]=[C:8]([C:10]([CH3:13])([CH3:14])[C:11]([NH2:12])=[O:17])[CH:7]=[CH:6][CH:5]=1. The yield is 0.970.